This data is from Reaction yield outcomes from USPTO patents with 853,638 reactions. The task is: Predict the reaction yield, written as a fraction of the theoretical maximum amount of product (1.0 means a 100% yield; for example, 0.34 means a 34% yield). (1) The reactants are [Br:1][C:2]1[CH:7]=[CH:6][C:5](I)=[C:4]([CH3:9])[CH:3]=1.Br[C:11]([F:18])([F:17])[C:12]([O:14][CH2:15][CH3:16])=[O:13].[Cl-].[NH4+]. The catalyst is CS(C)=O.[Cu]. The product is [Br:1][C:2]1[CH:7]=[CH:6][C:5]([C:11]([F:18])([F:17])[C:12]([O:14][CH2:15][CH3:16])=[O:13])=[C:4]([CH3:9])[CH:3]=1. The yield is 0.920. (2) The reactants are [F:1][C:2]1[CH:3]=[C:4]([CH:6]=[CH:7][C:8]=1[F:9])[NH2:5].[N:10]([O-])=O.[Na+].[Sn](Cl)Cl. The product is [F:1][C:2]1[CH:3]=[C:4]([NH:5][NH2:10])[CH:6]=[CH:7][C:8]=1[F:9]. The yield is 0.574. The catalyst is Cl.O. (3) The yield is 0.910. The product is [Cl:18][C:17]1[CH:16]=[CH:15][CH:14]=[C:13]([Cl:19])[C:12]=1[C:8]1[C:7]2[O:21][C@@H:3]([CH2:2][OH:26])[CH2:4][O:5][C:6]=2[CH:11]=[CH:10][CH:9]=1. The reactants are Br[CH2:2][C@@H:3]([OH:21])[CH2:4][O:5][C:6]1[CH:11]=[CH:10][CH:9]=[C:8]([C:12]2[C:17]([Cl:18])=[CH:16][CH:15]=[CH:14][C:13]=2[Cl:19])[C:7]=1O.BrC[C@@H](OC(=O)C)C[O:26]C1C(O)=C(C2C(Cl)=CC=CC=2Cl)C=C(F)C=1.[OH-].[Na+]. The catalyst is CO.